Dataset: Reaction yield outcomes from USPTO patents with 853,638 reactions. Task: Predict the reaction yield, written as a fraction of the theoretical maximum amount of product (1.0 means a 100% yield; for example, 0.34 means a 34% yield). (1) The reactants are [N+:1]([C:4]1[CH:5]=[C:6]([NH:10][C:11]([NH2:13])=[S:12])[CH:7]=[CH:8][CH:9]=1)([O-:3])=[O:2].BrBr.C(=O)([O-])[O-].[K+].[K+]. The catalyst is C(Cl)(Cl)(Cl)Cl.O. The product is [N+:1]([C:4]1[C:5]2[S:12][C:11]([NH2:13])=[N:10][C:6]=2[CH:7]=[CH:8][CH:9]=1)([O-:3])=[O:2]. The yield is 0.510. (2) The reactants are [NH2:1][C:2]1[CH:3]=[C:4]([OH:8])[CH:5]=[CH:6][CH:7]=1.[CH:9]1([CH2:12]O)[CH2:11][CH2:10]1.C1(P(C2C=CC=CC=2)C2C=CC=CC=2)C=CC=CC=1.CCOC(/N=N/C(OCC)=O)=O. The catalyst is C1COCC1. The product is [CH:9]1([CH2:12][O:8][C:4]2[CH:3]=[C:2]([NH2:1])[CH:7]=[CH:6][CH:5]=2)[CH2:11][CH2:10]1. The yield is 0.580. (3) The reactants are [CH2:1]([O:8][C:9]1[CH:27]=[C:26]([CH2:28][CH3:29])[CH:25]=[CH:24][C:10]=1[O:11][C:12]1[CH:17]=[CH:16][C:15]([NH:18][CH2:19][CH2:20][CH2:21][NH2:22])=[CH:14][C:13]=1[F:23])[C:2]1[CH:7]=[CH:6][CH:5]=[CH:4][CH:3]=1.C(N(CC)CC)C.[S:37](Cl)([CH3:40])(=[O:39])=[O:38]. The catalyst is ClCCl. The product is [CH3:40][S:37]([N:18]([C:15]1[CH:16]=[CH:17][C:12]([O:11][C:10]2[CH:24]=[CH:25][C:26]([CH2:28][CH3:29])=[CH:27][C:9]=2[O:8][CH2:1][C:2]2[CH:3]=[CH:4][CH:5]=[CH:6][CH:7]=2)=[C:13]([F:23])[CH:14]=1)[CH2:19][CH2:20][CH2:21][NH2:22])(=[O:39])=[O:38]. The yield is 0.683.